Dataset: Catalyst prediction with 721,799 reactions and 888 catalyst types from USPTO. Task: Predict which catalyst facilitates the given reaction. (1) Reactant: [OH:1][C:2]1[CH:10]=[CH:9][C:8]([C:11]2[N:12]([C:27]([O:29][C:30]([CH3:33])([CH3:32])[CH3:31])=[O:28])[C:13]3[C:18]([CH:19]=2)=[CH:17][C:16]([CH2:20][N:21]2[CH2:26][CH2:25][CH2:24][CH2:23][CH2:22]2)=[CH:15][CH:14]=3)=[C:7]2[C:3]=1[CH2:4][NH:5][C:6]2=[O:34].C(N(CC)CC)C.[F:42][C:43]([F:49])([F:48])[S:44](Cl)(=[O:46])=[O:45]. Product: [F:42][C:43]([F:49])([F:48])[S:44]([O:1][C:2]1[CH:10]=[CH:9][C:8]([C:11]2[N:12]([C:27]([O:29][C:30]([CH3:31])([CH3:33])[CH3:32])=[O:28])[C:13]3[C:18]([CH:19]=2)=[CH:17][C:16]([CH2:20][N:21]2[CH2:26][CH2:25][CH2:24][CH2:23][CH2:22]2)=[CH:15][CH:14]=3)=[C:7]2[C:3]=1[CH2:4][NH:5][C:6]2=[O:34])(=[O:46])=[O:45]. The catalyst class is: 4. (2) Reactant: [I:1]N1C(=O)CCC1=O.[NH2:9][C:10]1[N:15]=[C:14]([C:16]2[N:20]([CH2:21][O:22][CH2:23][CH2:24][Si:25]([CH3:28])([CH3:27])[CH3:26])[C:19]([C:29]3[CH:34]=[C:33]([Cl:35])[CH:32]=[CH:31][C:30]=3[CH3:36])=[C:18]([C:37]([O:39][CH2:40][CH3:41])=[O:38])[CH:17]=2)[CH:13]=[CH:12][N:11]=1. Product: [NH2:9][C:10]1[N:15]=[C:14]([C:16]2[N:20]([CH2:21][O:22][CH2:23][CH2:24][Si:25]([CH3:28])([CH3:27])[CH3:26])[C:19]([C:29]3[CH:34]=[C:33]([Cl:35])[CH:32]=[CH:31][C:30]=3[CH3:36])=[C:18]([C:37]([O:39][CH2:40][CH3:41])=[O:38])[CH:17]=2)[C:13]([I:1])=[CH:12][N:11]=1. The catalyst class is: 3. (3) Reactant: [Cl:1][C:2]1[C:10]2[NH:9][N:8]=[CH:7][C:6]=2[C:5]2[CH2:11][N:12]3[C:22]([C:23]([CH3:29])([CH3:28])[C:24]([F:27])([F:26])[F:25])=[CH:21][N:20]=[C:13]3[C@H:14]([CH2:16][C:17](O)=[O:18])[CH2:15][C:4]=2[CH:3]=1.Cl.Cl.[NH:32]1[CH2:37][CH2:36][CH:35]([N:38]2[C:46]3[C:41](=[N:42][CH:43]=[CH:44][CH:45]=3)[NH:40][C:39]2=[O:47])[CH2:34][CH2:33]1.C1C=CC2N(O)N=NC=2C=1.C(Cl)CCl.C(N(CC)C(C)C)(C)C. Product: [Cl:1][C:2]1[C:10]2[NH:9][N:8]=[CH:7][C:6]=2[C:5]2[CH2:11][N:12]3[C:22]([C:23]([CH3:28])([CH3:29])[C:24]([F:25])([F:27])[F:26])=[CH:21][N:20]=[C:13]3[C@H:14]([CH2:16][C:17]([N:32]3[CH2:33][CH2:34][CH:35]([N:38]4[C:46]5[C:41](=[N:42][CH:43]=[CH:44][CH:45]=5)[NH:40][C:39]4=[O:47])[CH2:36][CH2:37]3)=[O:18])[CH2:15][C:4]=2[CH:3]=1. The catalyst class is: 3. (4) Reactant: C1C=CC2N(O)N=NC=2C=1.CCN(C(C)C)C(C)C.[C:20]1([C:26]2[N:31]=[CH:30][C:29]([NH:32][C:33](=[O:38])[CH2:34][C:35]([OH:37])=O)=[CH:28][CH:27]=2)[CH:25]=[CH:24][CH:23]=[CH:22][CH:21]=1.CCN=C=NCCCN(C)C.Cl.Cl.[Br:52][C:53]1[CH:58]=[CH:57][CH:56]=[CH:55][C:54]=1[C:59]([N:61]1[CH2:66][CH2:65][NH:64][CH2:63][CH2:62]1)=[O:60]. Product: [Br:52][C:53]1[CH:58]=[CH:57][CH:56]=[CH:55][C:54]=1[C:59]([N:61]1[CH2:62][CH2:63][N:64]([C:35](=[O:37])[CH2:34][C:33]([NH:32][C:29]2[CH:30]=[N:31][C:26]([C:20]3[CH:21]=[CH:22][CH:23]=[CH:24][CH:25]=3)=[CH:27][CH:28]=2)=[O:38])[CH2:65][CH2:66]1)=[O:60]. The catalyst class is: 18. (5) Reactant: [Br:1][C:2]1[CH:3]=[C:4]([C:8]2([C:11]3[CH:16]=[CH:15][CH:14]=[C:13]([Br:17])[CH:12]=3)[CH2:10][O:9]2)[CH:5]=[CH:6][CH:7]=1.O.C1(C)C=CC(S(O)(=O)=O)=CC=1.C=O.[C:32]([O-])([O-])=[O:33].[K+].[K+]. Product: [Br:1][C:2]1[CH:3]=[C:4]([C:8]([C:11]2[CH:16]=[CH:15][CH:14]=[C:13]([Br:17])[CH:12]=2)([CH2:32][OH:33])[CH2:10][OH:9])[CH:5]=[CH:6][CH:7]=1. The catalyst class is: 93.